From a dataset of Forward reaction prediction with 1.9M reactions from USPTO patents (1976-2016). Predict the product of the given reaction. Given the reactants [F:1][C:2]1[CH:7]=[CH:6][C:5]([C:8]2[C:12]([C:13]#[C:14][C:15]3[CH:20]=[CH:19][CH:18]=[CH:17][CH:16]=3)=[C:11]([NH:21]C(=O)C)[N:10]([CH2:25][CH2:26][N:27]3[CH2:32][CH2:31][O:30][CH2:29][CH2:28]3)[N:9]=2)=[CH:4][CH:3]=1, predict the reaction product. The product is: [F:1][C:2]1[CH:7]=[CH:6][C:5]([C:8]2[C:12]([C:13]#[C:14][C:15]3[CH:16]=[CH:17][CH:18]=[CH:19][CH:20]=3)=[C:11]([NH2:21])[N:10]([CH2:25][CH2:26][N:27]3[CH2:32][CH2:31][O:30][CH2:29][CH2:28]3)[N:9]=2)=[CH:4][CH:3]=1.